Dataset: Catalyst prediction with 721,799 reactions and 888 catalyst types from USPTO. Task: Predict which catalyst facilitates the given reaction. (1) Reactant: [Cl:1][C:2]1[CH:3]=[C:4]([CH:8]2[C:15]3[CH:14]=[C:13]([C:16]([O:18]C)=[O:17])[NH:12][C:11]=3[CH2:10][CH2:9]2)[CH:5]=[CH:6][CH:7]=1.[OH-].[Li+].C1COCC1. Product: [Cl:1][C:2]1[CH:3]=[C:4]([CH:8]2[C:15]3[CH:14]=[C:13]([C:16]([OH:18])=[O:17])[NH:12][C:11]=3[CH2:10][CH2:9]2)[CH:5]=[CH:6][CH:7]=1. The catalyst class is: 5. (2) Reactant: [CH3:1][O:2][C:3]1[CH:29]=[C:28]([O:30][CH3:31])[CH:27]=[CH:26][C:4]=1[CH2:5][N:6]([C:21]1[S:25][N:24]=[CH:23][N:22]=1)[S:7]([C:10]1[C:19]([F:20])=[CH:18][C:13]2[NH:14][C:15](=[O:17])[O:16][C:12]=2[CH:11]=1)(=[O:9])=[O:8].C1(P(C2C=CC=CC=2)C2C=CC=CC=2)C=CC=CC=1.[CH2:51]1[C:60]2[C:55](=[CH:56][CH:57]=[CH:58][C:59]=2[CH2:61]O)[CH2:54][CH2:53][C:52]21[O:66][CH2:65][CH2:64][O:63]2.C1COCC1. Product: [CH2:51]1[C:60]2[C:55](=[CH:56][CH:57]=[CH:58][C:59]=2[CH2:61][N:14]2[C:13]3[CH:18]=[C:19]([F:20])[C:10]([S:7]([N:6]([CH2:5][C:4]4[CH:26]=[CH:27][C:28]([O:30][CH3:31])=[CH:29][C:3]=4[O:2][CH3:1])[C:21]4[S:25][N:24]=[CH:23][N:22]=4)(=[O:8])=[O:9])=[CH:11][C:12]=3[O:16][C:15]2=[O:17])[CH2:54][CH2:53][C:52]21[O:63][CH2:64][CH2:65][O:66]2. The catalyst class is: 91. (3) Reactant: [CH3:1][N:2]([CH3:32])[C:3]1([C:26]2[CH:31]=[CH:30][CH:29]=[CH:28][CH:27]=2)[CH2:8][CH2:7][CH:6]([CH2:9][NH:10][C:11]([NH:13][CH:14]([CH3:25])[CH2:15][C:16]2[C:24]3[C:19](=[CH:20][CH:21]=[CH:22][CH:23]=3)[NH:18][CH:17]=2)=[O:12])[CH2:5][CH2:4]1.[Cl:33][Si](C)(C)C.C(OCC)C. Product: [ClH:33].[CH3:32][N:2]([CH3:1])[C:3]1([C:26]2[CH:27]=[CH:28][CH:29]=[CH:30][CH:31]=2)[CH2:8][CH2:7][CH:6]([CH2:9][NH:10][C:11]([NH:13][CH:14]([CH3:25])[CH2:15][C:16]2[C:24]3[C:19](=[CH:20][CH:21]=[CH:22][CH:23]=3)[NH:18][CH:17]=2)=[O:12])[CH2:5][CH2:4]1.[CH3:32][N:2]([CH3:1])[C:3]1([C:26]2[CH:27]=[CH:28][CH:29]=[CH:30][CH:31]=2)[CH2:8][CH2:7][CH:6]([CH2:9][NH:10][C:11]([NH:13][CH:14]([CH3:25])[CH2:15][C:16]2[C:24]3[C:19](=[CH:20][CH:21]=[CH:22][CH:23]=3)[NH:18][CH:17]=2)=[O:12])[CH2:5][CH2:4]1. The catalyst class is: 573. (4) Reactant: F[P-](F)(F)(F)(F)F.N1(O[P+](N(C)C)(N(C)C)N(C)C)C2C=CC=CC=2N=N1.[Cl:28][C:29]1[CH:30]=[C:31]([C:36]2[CH:41]=[C:40]([C:42]([F:45])([F:44])[F:43])[N:39]3[N:46]=[C:47]([C:49](O)=[O:50])[CH:48]=[C:38]3[N:37]=2)[CH:32]=[CH:33][C:34]=1[Cl:35].[CH2:52]([NH2:59])[C:53]1[CH:58]=[CH:57][CH:56]=[CH:55][CH:54]=1.C(N(CC)CC)C. Product: [CH2:52]([NH:59][C:49]([C:47]1[CH:48]=[C:38]2[N:37]=[C:36]([C:31]3[CH:32]=[CH:33][C:34]([Cl:35])=[C:29]([Cl:28])[CH:30]=3)[CH:41]=[C:40]([C:42]([F:45])([F:43])[F:44])[N:39]2[N:46]=1)=[O:50])[C:53]1[CH:58]=[CH:57][CH:56]=[CH:55][CH:54]=1. The catalyst class is: 305. (5) Reactant: C[Si]([N-][Si](C)(C)C)(C)C.[Li+].[OH:11][C@@H:12]([CH2:22][O:23][CH:24]([CH3:26])[CH3:25])[C:13]([NH:15][C:16]1[S:20][N:19]=[C:18]([CH3:21])[N:17]=1)=[O:14].Cl[C:28]1[N:33]=[CH:32][N:31]=[C:30]2[N:34]([C:37]3[CH:42]=[CH:41][CH:40]=[CH:39][C:38]=3[Cl:43])[N:35]=[CH:36][C:29]=12. Product: [Cl:43][C:38]1[CH:39]=[CH:40][CH:41]=[CH:42][C:37]=1[N:34]1[C:30]2[N:31]=[CH:32][N:33]=[C:28]([O:11][C@@H:12]([CH2:22][O:23][CH:24]([CH3:26])[CH3:25])[C:13]([NH:15][C:16]3[S:20][N:19]=[C:18]([CH3:21])[N:17]=3)=[O:14])[C:29]=2[CH:36]=[N:35]1. The catalyst class is: 49. (6) Reactant: [CH3:1][C:2]1[CH:7]=[C:6]([C:8]([O:10][CH2:11][CH3:12])=[O:9])[CH:5]=[CH:4][C:3]=1[C:13]1[CH:18]=[CH:17][CH:16]=[CH:15][CH:14]=1.C1C(=O)N([Br:26])C(=O)C1. Product: [Br:26][CH2:1][C:2]1[CH:7]=[C:6]([C:8]([O:10][CH2:11][CH3:12])=[O:9])[CH:5]=[CH:4][C:3]=1[C:13]1[CH:18]=[CH:17][CH:16]=[CH:15][CH:14]=1. The catalyst class is: 734.